Dataset: Forward reaction prediction with 1.9M reactions from USPTO patents (1976-2016). Task: Predict the product of the given reaction. (1) The product is: [F:1][C@H:2]([C:6]1[CH:11]=[CH:10][CH:9]=[CH:8][CH:7]=1)[C@H:3]([NH:5][CH2:18][C:17]1[CH:20]=[CH:21][CH:22]=[C:15]([N+:12]([O-:14])=[O:13])[CH:16]=1)[CH3:4]. Given the reactants [F:1][C@H:2]([C:6]1[CH:11]=[CH:10][CH:9]=[CH:8][CH:7]=1)[C@H:3]([NH2:5])[CH3:4].[N+:12]([C:15]1[CH:16]=[C:17]([CH:20]=[CH:21][CH:22]=1)[CH:18]=O)([O-:14])=[O:13].CO.[BH4-].[Na+], predict the reaction product. (2) Given the reactants [C:1](#[N:3])[CH3:2].[H-].[Na+].[Br:6][C:7]1[CH:8]=[C:9]([CH:14]=[CH:15][CH:16]=1)[C:10](OC)=[O:11].Cl, predict the reaction product. The product is: [Br:6][C:7]1[CH:8]=[C:9]([C:10](=[O:11])[CH2:2][C:1]#[N:3])[CH:14]=[CH:15][CH:16]=1. (3) The product is: [CH3:1][N:2]1[C:7](=[O:8])[CH2:6][O:5][C:4]2[CH:9]=[CH:10][C:11]([C:13]([OH:15])=[O:14])=[CH:12][C:3]1=2. Given the reactants [CH3:1][N:2]1[C:7](=[O:8])[CH2:6][O:5][C:4]2[CH:9]=[CH:10][C:11]([C:13]([O:15]C)=[O:14])=[CH:12][C:3]1=2.O.[OH-].[Li+].C1COCC1.Cl, predict the reaction product. (4) Given the reactants Br[C:2]1[CH:7]=[CH:6][C:5]([CH2:8][C@@H:9]([NH:18][C:19]([C:21]2[N:22]=[N:23][NH:24][CH:25]=2)=[O:20])[CH2:10][C@:11]([CH2:16][OH:17])([CH3:15])[C:12]([OH:14])=[O:13])=[CH:4][CH:3]=1.[CH3:26][C:27]1[CH:32]=[CH:31][CH:30]=[CH:29][C:28]=1B(O)O.C(=O)([O-])[O-].[Na+].[Na+].O, predict the reaction product. The product is: [OH:17][CH2:16][C@:11]([CH3:15])([CH2:10][C@H:9]([NH:18][C:19]([C:21]1[N:22]=[N:23][NH:24][CH:25]=1)=[O:20])[CH2:8][C:5]1[CH:6]=[CH:7][C:2]([C:28]2[CH:29]=[CH:30][CH:31]=[CH:32][C:27]=2[CH3:26])=[CH:3][CH:4]=1)[C:12]([OH:14])=[O:13]. (5) Given the reactants [CH:1]1([NH:7][CH2:8][C:9]2[CH:18]=[CH:17][C:16]3[C:11](=[CH:12][CH:13]=[CH:14][CH:15]=3)[C:10]=2[C:19]2[N:24]=[C:23]([CH:25]=O)[CH:22]=[CH:21][CH:20]=2)[CH2:6][CH2:5][CH2:4][CH2:3][CH2:2]1.[CH:27]([C:30]1[CH:36]=[CH:35][CH:34]=[C:33]([CH:37]([CH3:39])[CH3:38])[C:31]=1[NH2:32])([CH3:29])[CH3:28].CC1C=CC(S(O)(=O)=O)=CC=1, predict the reaction product. The product is: [CH:1]1([NH:7][CH2:8][C:9]2[CH:18]=[CH:17][C:16]3[C:11](=[CH:12][CH:13]=[CH:14][CH:15]=3)[C:10]=2[C:19]2[N:24]=[C:23](/[CH:25]=[N:32]/[C:31]3[C:33]([CH:37]([CH3:38])[CH3:39])=[CH:34][CH:35]=[CH:36][C:30]=3[CH:27]([CH3:29])[CH3:28])[CH:22]=[CH:21][CH:20]=2)[CH2:6][CH2:5][CH2:4][CH2:3][CH2:2]1. (6) The product is: [CH3:7][O:8][C:9](=[O:22])[C:10]1[CH:15]=[CH:14][C:13]([CH2:16][CH2:17][C:18]([N:43]2[CH2:42][CH2:41][CH:40]([CH2:39][N:38]([C:37]([O:36][C:32]([CH3:35])([CH3:34])[CH3:33])=[O:49])[CH:46]3[CH2:48][CH2:47]3)[CH2:45][CH2:44]2)=[O:20])=[C:12]([CH3:21])[CH:11]=1. Given the reactants C(Cl)(=O)C(Cl)=O.[CH3:7][O:8][C:9](=[O:22])[C:10]1[CH:15]=[CH:14][C:13]([CH2:16][CH2:17][C:18]([OH:20])=O)=[C:12]([CH3:21])[CH:11]=1.CCN(C(C)C)C(C)C.[C:32]([O:36][C:37](=[O:49])[N:38]([CH:46]1[CH2:48][CH2:47]1)[CH2:39][CH:40]1[CH2:45][CH2:44][NH:43][CH2:42][CH2:41]1)([CH3:35])([CH3:34])[CH3:33], predict the reaction product. (7) The product is: [C:1]([C:3]1[CH:4]=[C:5]([NH:9][CH2:10][C:11]([O:13][C:14]([CH3:17])([CH3:16])[CH3:15])=[O:12])[CH:6]=[CH:7][CH:8]=1)#[N:2]. Given the reactants [C:1]([C:3]1[CH:4]=[C:5]([N:9](S(C2C=CC=CC=2[N+]([O-])=O)(=O)=O)[CH2:10][C:11]([O:13][C:14]([CH3:17])([CH3:16])[CH3:15])=[O:12])[CH:6]=[CH:7][CH:8]=1)#[N:2].C(S)CCCCCCCCCCC.C(=O)([O-])[O-].[Cs+].[Cs+], predict the reaction product.